This data is from Peptide-MHC class I binding affinity with 185,985 pairs from IEDB/IMGT. The task is: Regression. Given a peptide amino acid sequence and an MHC pseudo amino acid sequence, predict their binding affinity value. This is MHC class I binding data. (1) The binding affinity (normalized) is 0.270. The peptide sequence is RRKAKIIK. The MHC is Mamu-B08 with pseudo-sequence Mamu-B08. (2) The peptide sequence is TPRDLGACI. The MHC is HLA-B58:01 with pseudo-sequence HLA-B58:01. The binding affinity (normalized) is 0.0847.